Dataset: Catalyst prediction with 721,799 reactions and 888 catalyst types from USPTO. Task: Predict which catalyst facilitates the given reaction. (1) Reactant: ClC(Cl)(O[C:5](=[O:11])[O:6][C:7](Cl)(Cl)Cl)Cl.[CH2:13]([N:15]1[C:19]2[N:20]=[C:21]([C:30]3[CH:35]=[CH:34][C:33]([NH2:36])=[CH:32][CH:31]=3)[N:22]=[C:23]([N:24]3[CH2:29][CH2:28][O:27][CH2:26][CH2:25]3)[C:18]=2[N:17]=[N:16]1)[CH3:14].[NH2:37][C:38]1[CH:46]=[CH:45][C:41]([CH2:42]CO)=[CH:40][CH:39]=1.CCN(CC)CC. Product: [CH2:13]([N:15]1[C:19]2[N:20]=[C:21]([C:30]3[CH:35]=[CH:34][C:33]([NH:36][C:5](=[O:11])[O:6][CH2:7][CH2:42][C:41]4[CH:45]=[CH:46][C:38]([NH2:37])=[CH:39][CH:40]=4)=[CH:32][CH:31]=3)[N:22]=[C:23]([N:24]3[CH2:25][CH2:26][O:27][CH2:28][CH2:29]3)[C:18]=2[N:17]=[N:16]1)[CH3:14]. The catalyst class is: 2. (2) Reactant: [CH2:1]([N:5]([CH2:24][CH:25]([CH3:27])[CH3:26])[C:6]1[CH:11]=[CH:10][C:9]([C:12]2[CH:17]=[CH:16][CH:15]=[CH:14][C:13]=2[C:18]2[NH:22][N:21]=[N:20][N:19]=2)=[CH:8][C:7]=1[NH2:23])[CH:2]([CH3:4])[CH3:3].[CH3:28][C:29]([NH2:36])([CH2:31][C:32]([CH3:35])([CH3:34])[CH3:33])[CH3:30].C1N=CN([C:42](N2C=NC=C2)=[O:43])C=1. Product: [CH2:1]([N:5]([CH2:24][CH:25]([CH3:27])[CH3:26])[C:6]1[CH:11]=[CH:10][C:9]([C:12]2[CH:17]=[CH:16][CH:15]=[CH:14][C:13]=2[C:18]2[NH:22][N:21]=[N:20][N:19]=2)=[CH:8][C:7]=1[NH:23][C:42]([NH:36][C:29]([CH3:30])([CH2:31][C:32]([CH3:35])([CH3:34])[CH3:33])[CH3:28])=[O:43])[CH:2]([CH3:4])[CH3:3]. The catalyst class is: 1.